From a dataset of Forward reaction prediction with 1.9M reactions from USPTO patents (1976-2016). Predict the product of the given reaction. (1) Given the reactants C(Cl)CCl.[NH2:5][C:6]1[N:11]=[CH:10][C:9]([CH:12]=[CH:13][C:14]([OH:16])=O)=[CH:8][CH:7]=1.[CH3:17][N:18]1[C:26]2[C:21](=[CH:22][CH:23]=[CH:24][CH:25]=2)[C:20]([CH2:27][NH:28][CH3:29])=[CH:19]1.C1C=CC2N(O)N=NC=2C=1.O.C(N(C(C)C)CC)(C)C, predict the reaction product. The product is: [NH2:5][C:6]1[N:11]=[CH:10][C:9](/[CH:12]=[CH:13]/[C:14]([N:28]([CH3:29])[CH2:27][C:20]2[C:21]3[C:26](=[CH:25][CH:24]=[CH:23][CH:22]=3)[N:18]([CH3:17])[CH:19]=2)=[O:16])=[CH:8][CH:7]=1. (2) The product is: [CH2:18]([NH:22][C:23]([C@@H:25]1[CH2:33][C:32]2[C:27](=[CH:28][CH:29]=[CH:30][CH:31]=2)[N:26]1[C:13](=[O:15])[C@@H:12]([NH:11][C:9]([O:8][CH2:1][C:2]1[CH:3]=[CH:4][CH:5]=[CH:6][CH:7]=1)=[O:10])[CH2:16][CH3:17])=[O:24])[CH2:19][CH2:20][CH3:21]. Given the reactants [CH2:1]([O:8][C:9]([NH:11][C@@H:12]([CH2:16][CH3:17])[C:13]([OH:15])=O)=[O:10])[C:2]1[CH:7]=[CH:6][CH:5]=[CH:4][CH:3]=1.[CH2:18]([NH:22][C:23]([C@@H:25]1[CH2:33][C:32]2[C:27](=[CH:28][CH:29]=[CH:30][CH:31]=2)[NH:26]1)=[O:24])[CH2:19][CH2:20][CH3:21], predict the reaction product. (3) The product is: [Cl:30][C:25]1[CH:24]=[C:23]([CH:28]=[CH:27][C:26]=1[Cl:29])[CH2:22][O:21][C@@H:20]1[CH2:19][C@@H:18]2[C@@H:16]([C@@:17]2([F:34])[C:31]([NH2:33])=[O:32])[C:15]1=[O:4]. Given the reactants C(O)(=O)CC(CC(O)=O)(C(O)=O)[OH:4].N[C@@:15]1(C#N)[C@H:20]([O:21][CH2:22][C:23]2[CH:28]=[CH:27][C:26]([Cl:29])=[C:25]([Cl:30])[CH:24]=2)[CH2:19][C@@H:18]2[C@H:16]1[C@@:17]2([F:34])[C:31]([NH2:33])=[O:32].C(O)(=O)CC(CC(O)=O)(C(O)=O)O.N[C@]1(C#N)[C@H](OCC2C=CC(Cl)=C(Cl)C=2)C[C@@H]2[C@H]1[C@@]2(F)C(N)=O.O.C(OCC)(=O)C, predict the reaction product.